From a dataset of Catalyst prediction with 721,799 reactions and 888 catalyst types from USPTO. Predict which catalyst facilitates the given reaction. Reactant: C1(P(=[CH:20][C:21]([O:23][CH3:24])=[O:22])(C2C=CC=CC=2)C2C=CC=CC=2)C=CC=CC=1.[CH2:25]([O:32][C:33]1[CH:40]=[C:39]([I:41])[CH:38]=[CH:37][C:34]=1[CH:35]=O)[C:26]1[CH:31]=[CH:30][CH:29]=[CH:28][CH:27]=1.O. Product: [CH2:25]([O:32][C:33]1[CH:40]=[C:39]([I:41])[CH:38]=[CH:37][C:34]=1[CH:35]=[CH:20][C:21]([O:23][CH3:24])=[O:22])[C:26]1[CH:31]=[CH:30][CH:29]=[CH:28][CH:27]=1. The catalyst class is: 11.